This data is from Catalyst prediction with 721,799 reactions and 888 catalyst types from USPTO. The task is: Predict which catalyst facilitates the given reaction. (1) The catalyst class is: 136. Reactant: [Cl:1][C:2]1[CH:3]=[C:4]2[C:8](=[CH:9][CH:10]=1)[NH:7][C:6]([C:11](O)=[O:12])=[C:5]2[C:14]1[CH:19]=[CH:18][CH:17]=[CH:16][CH:15]=1.[CH3:20][N:21]1[CH2:26][CH2:25][N:24]([CH2:27][CH2:28][NH2:29])[CH2:23][CH2:22]1.CN(C(ON1N=NC2C=CC=NC1=2)=[N+](C)C)C.F[P-](F)(F)(F)(F)F.C(N(C(C)C)CC)(C)C. Product: [Cl:1][C:2]1[CH:3]=[C:4]2[C:8](=[CH:9][CH:10]=1)[NH:7][C:6]([C:11]([NH:29][CH2:28][CH2:27][N:24]1[CH2:25][CH2:26][N:21]([CH3:20])[CH2:22][CH2:23]1)=[O:12])=[C:5]2[C:14]1[CH:15]=[CH:16][CH:17]=[CH:18][CH:19]=1. (2) Reactant: [Si]([O:18][C:19]1[CH:48]=[CH:47][C:22]([O:23][CH2:24][C@@H:25]([OH:46])[CH2:26][NH:27][CH2:28][CH2:29][C:30]2[CH:35]=[CH:34][C:33]([NH:36][C:37]3[C:42]([N+:43]([O-:45])=[O:44])=[CH:41][CH:40]=[CH:39][N:38]=3)=[CH:32][CH:31]=2)=[CH:21][CH:20]=1)(C(C)(C)C)(C1C=CC=CC=1)C1C=CC=CC=1. Product: [OH:46][C@@H:25]([CH2:26][NH:27][CH2:28][CH2:29][C:30]1[CH:35]=[CH:34][C:33]([NH:36][C:37]2[C:42]([N+:43]([O-:45])=[O:44])=[CH:41][CH:40]=[CH:39][N:38]=2)=[CH:32][CH:31]=1)[CH2:24][O:23][C:22]1[CH:47]=[CH:48][C:19]([OH:18])=[CH:20][CH:21]=1. The catalyst class is: 22. (3) Reactant: [NH:1]1[C:5]2[CH:6]=[CH:7][CH:8]=[CH:9][C:4]=2[N:3]=[C:2]1[N:10]1[C:18]2[C:13](=[CH:14][C:15]([N:19]3[C:23]4=[N:24][CH:25]=[CH:26][CH:27]=[C:22]4[N:21]([CH2:28][CH3:29])[C:20]3=[O:30])=[CH:16][CH:17]=2)[CH2:12][CH2:11]1. Product: [NH:1]1[C:5]2[CH:6]=[CH:7][CH:8]=[CH:9][C:4]=2[N:3]=[C:2]1[N:10]1[C:18]2[C:13](=[CH:14][C:15]([N:19]3[C:23]4=[N:24][CH:25]=[CH:26][CH:27]=[C:22]4[N:21]([CH2:28][CH3:29])[C:20]3=[O:30])=[CH:16][CH:17]=2)[CH:12]=[CH:11]1. The catalyst class is: 661. (4) Reactant: [CH2:1]([NH:8][C:9](=[O:16])[NH:10][CH2:11][CH2:12][C:13]([OH:15])=O)[C:2]1[CH:7]=[CH:6][CH:5]=[CH:4][CH:3]=1.ON1C2C=CC=CC=2N=N1.Cl.C(N=C=NCCCN(C)C)C.[CH2:39]([O:46][C:47]1[CH:52]=[CH:51][C:50]([CH2:53][C@H:54]([N:65]([CH3:67])[NH2:66])[C:55]([O:57][CH2:58][C:59]2[CH:64]=[CH:63][CH:62]=[CH:61][CH:60]=2)=[O:56])=[CH:49][CH:48]=1)[C:40]1[CH:45]=[CH:44][CH:43]=[CH:42][CH:41]=1.CN(C1C=CC=CN=1)C. Product: [CH2:39]([O:46][C:47]1[CH:52]=[CH:51][C:50]([CH2:53][C@H:54]([N:65]([CH3:67])[NH:66][C:13](=[O:15])[CH2:12][CH2:11][NH:10][C:9]([NH:8][CH2:1][C:2]2[CH:3]=[CH:4][CH:5]=[CH:6][CH:7]=2)=[O:16])[C:55]([O:57][CH2:58][C:59]2[CH:64]=[CH:63][CH:62]=[CH:61][CH:60]=2)=[O:56])=[CH:49][CH:48]=1)[C:40]1[CH:41]=[CH:42][CH:43]=[CH:44][CH:45]=1. The catalyst class is: 96. (5) Reactant: [OH:1][C:2]1([C:26]2[CH:31]=[CH:30][CH:29]=[CH:28][CH:27]=2)[CH2:7][CH2:6][N:5]([C@H:8]([C:20]2[CH:25]=[CH:24][CH:23]=[CH:22][CH:21]=2)[C:9]([O:11][C@H](C2C=CC=CC=2)C)=[O:10])[CH2:4][CH2:3]1.FC(F)(F)C(O)=O. Product: [OH:1][C:2]1([C:26]2[CH:31]=[CH:30][CH:29]=[CH:28][CH:27]=2)[CH2:3][CH2:4][N:5]([C@H:8]([C:20]2[CH:21]=[CH:22][CH:23]=[CH:24][CH:25]=2)[C:9]([OH:11])=[O:10])[CH2:6][CH2:7]1. The catalyst class is: 4. (6) Reactant: [NH2:1][C:2]1[CH:3]=[C:4]([C@H:21]2[CH2:23][C@H:22]2[C:24]([O:26][CH2:27][CH3:28])=[O:25])[CH:5]=[CH:6][C:7]=1[N:8]([CH:15]1[CH2:20][CH2:19][CH2:18][CH2:17][CH2:16]1)[CH2:9][CH2:10][C:11]([F:14])([F:13])[F:12].[C:29](Cl)(=O)[O:30]C1C=CC([N+]([O-])=O)=CC=1.[N:42]1[CH:47]=[C:46]([NH2:48])[CH:45]=[N:44][CH:43]=1.C(N(CC)CC)C. Product: [CH:15]1([N:8]([CH2:9][CH2:10][C:11]([F:12])([F:13])[F:14])[C:7]2[CH:6]=[CH:5][C:4]([C@H:21]3[CH2:23][C@H:22]3[C:24]([O:26][CH2:27][CH3:28])=[O:25])=[CH:3][C:2]=2[NH:1][C:29]([NH:48][C:46]2[CH:47]=[N:42][CH:43]=[N:44][CH:45]=2)=[O:30])[CH2:20][CH2:19][CH2:18][CH2:17][CH2:16]1. The catalyst class is: 1. (7) Reactant: [Br:1][C:2]1[CH:3]=[C:4]([C:8]2[C:9]([C:14]3[CH:19]=[CH:18][CH:17]=[C:16]([Br:20])[CH:15]=3)=[CH:10][CH:11]=[CH:12][CH:13]=2)[CH:5]=[CH:6][CH:7]=1.ClCCl. Product: [Br:1][C:2]1[CH:7]=[CH:6][C:5]2[C:19]3[C:14](=[CH:15][C:16]([Br:20])=[CH:17][CH:18]=3)[C:9]3[C:8](=[CH:13][CH:12]=[CH:11][CH:10]=3)[C:4]=2[CH:3]=1. The catalyst class is: 6. (8) Reactant: CCO.[OH-].[K+].[F:6][C:7]1[C:12]([C:13]2[CH:18]=[CH:17][C:16]([C:19]3[CH:24]=[CH:23][CH:22]=[CH:21][CH:20]=3)=[CH:15][CH:14]=2)=[CH:11][C:10]([NH2:25])=[C:9]([NH2:26])[CH:8]=1.[C:27](=S)=[S:28]. Product: [C:16]1([C:19]2[CH:24]=[CH:23][CH:22]=[CH:21][CH:20]=2)[CH:15]=[CH:14][C:13]([C:12]2[C:7]([F:6])=[CH:8][C:9]3[NH:26][C:27](=[S:28])[NH:25][C:10]=3[CH:11]=2)=[CH:18][CH:17]=1. The catalyst class is: 86. (9) Product: [CH3:34][N:35]([CH3:40])[CH2:36][C:37]([N:60]1[CH2:59][CH2:58][C:57]2[C:50]3[C:49]([NH:48][C:45]4[CH:46]=[CH:47][C:42]([F:41])=[CH:43][C:44]=4[O:62][CH:63]4[CH2:68][CH2:67][O:66][CH2:65][CH2:64]4)=[N:54][CH:53]=[N:52][C:51]=3[S:55][C:56]=2[CH2:61]1)=[O:38]. Reactant: CN(C(ON1N=NC2C=CC=NC1=2)=[N+](C)C)C.F[P-](F)(F)(F)(F)F.CCN(C(C)C)C(C)C.[CH3:34][N:35]([CH3:40])[CH2:36][C:37](O)=[O:38].[F:41][C:42]1[CH:47]=[CH:46][C:45]([NH:48][C:49]2[C:50]3[C:57]4[CH2:58][CH2:59][NH:60][CH2:61][C:56]=4[S:55][C:51]=3[N:52]=[CH:53][N:54]=2)=[C:44]([O:62][CH:63]2[CH2:68][CH2:67][O:66][CH2:65][CH2:64]2)[CH:43]=1. The catalyst class is: 18. (10) Reactant: [H-].[Na+].C([O:5][C:6](=O)[CH:7]([Cl:11])[C:8]([CH3:10])=[O:9])C.C([Li])CCC.[CH:18]1([C:23](=[O:28])[CH2:24][CH2:25][C:26]#[CH:27])[CH2:22][CH2:21][CH2:20][CH2:19]1. Product: [CH2:24]([C:23]1([CH:18]2[CH2:22][CH2:21][CH2:20][CH2:19]2)[O:28][C:6](=[O:5])[CH:7]([Cl:11])[C:8](=[O:9])[CH2:10]1)[CH2:25][C:26]#[CH:27]. The catalyst class is: 1.